Task: Predict the product of the given reaction.. Dataset: Forward reaction prediction with 1.9M reactions from USPTO patents (1976-2016) (1) Given the reactants [CH2:1]([O:3][C:4](=[O:7])[CH2:5]Br)[CH3:2].CCN(C(C)C)C(C)C.[CH3:17][NH:18][C:19]1[CH:24]=[CH:23][CH:22]=[CH:21][CH:20]=1, predict the reaction product. The product is: [CH2:1]([O:3][C:4](=[O:7])[CH2:5][N:18]([CH3:17])[C:19]1[CH:24]=[CH:23][CH:22]=[CH:21][CH:20]=1)[CH3:2]. (2) Given the reactants [NH2:1][C:2]1[CH:7]=[CH:6][C:5]([C:8]([C:10]2[CH:19]=[CH:18][CH:17]=[CH:16][C:11]=2[C:12]([O:14][CH3:15])=[O:13])=[O:9])=[CH:4][C:3]=1[N+:20]([O-])=O, predict the reaction product. The product is: [NH2:20][C:3]1[CH:4]=[C:5]([C:8]([C:10]2[CH:19]=[CH:18][CH:17]=[CH:16][C:11]=2[C:12]([O:14][CH3:15])=[O:13])=[O:9])[CH:6]=[CH:7][C:2]=1[NH2:1].